From a dataset of Catalyst prediction with 721,799 reactions and 888 catalyst types from USPTO. Predict which catalyst facilitates the given reaction. Reactant: FC(F)(F)C(O)=O.[CH2:8]([NH:12][C:13]1[N:21]=[C:20]2[C:16]([N:17]=[C:18]([O:22][CH3:23])[NH:19]2)=[C:15]([NH2:24])[N:14]=1)[CH2:9][CH2:10][CH3:11].C(=O)([O-])[O-].[K+].[K+].Br[CH2:32][CH:33]1[CH2:38][CH2:37][CH2:36][O:35][CH2:34]1. The catalyst class is: 42. Product: [CH2:8]([NH:12][C:13]1[N:21]=[C:20]2[C:16]([N:17]=[C:18]([O:22][CH3:23])[N:19]2[CH2:32][CH:33]2[CH2:38][CH2:37][CH2:36][O:35][CH2:34]2)=[C:15]([NH2:24])[N:14]=1)[CH2:9][CH2:10][CH3:11].